This data is from Reaction yield outcomes from USPTO patents with 853,638 reactions. The task is: Predict the reaction yield, written as a fraction of the theoretical maximum amount of product (1.0 means a 100% yield; for example, 0.34 means a 34% yield). (1) The reactants are N(C(OCC)=O)=NC(OCC)=O.[NH:13]1[C:21]2[C:16](=[CH:17][C:18]([O:22][C:23]3[C:32]4[C:27](=[CH:28][C:29]([O:34][CH3:35])=[C:30]([OH:33])[CH:31]=4)[N:26]=[CH:25][N:24]=3)=[CH:19][N:20]=2)[CH:15]=[CH:14]1.C1(P(C2C=CC=CC=2)C2C=CC=CC=2)C=CC=CC=1.[CH3:55][S:56]([N:59]1[CH2:64][CH2:63][N:62]([CH2:65][CH2:66][CH2:67]O)[CH2:61][CH2:60]1)(=[O:58])=[O:57]. The catalyst is CN(C=O)C. The product is [NH:13]1[C:21]2[C:16](=[CH:17][C:18]([O:22][C:23]3[C:32]4[C:27](=[CH:28][C:29]([O:34][CH3:35])=[C:30]([O:33][CH2:67][CH2:66][CH2:65][N:62]5[CH2:63][CH2:64][N:59]([S:56]([CH3:55])(=[O:58])=[O:57])[CH2:60][CH2:61]5)[CH:31]=4)[N:26]=[CH:25][N:24]=3)=[CH:19][N:20]=2)[CH:15]=[CH:14]1. The yield is 0.400. (2) The reactants are [Mg].BrCCBr.Br[C:7]1[CH:12]=[CH:11][C:10]([S:13][CH3:14])=[CH:9][CH:8]=1.[F:15][C:16]1[CH:23]=[CH:22][C:19]([CH:20]=[O:21])=[CH:18][N:17]=1.Cl. The catalyst is C1COCC1. The product is [F:15][C:16]1[N:17]=[CH:18][C:19]([CH:20]([C:7]2[CH:12]=[CH:11][C:10]([S:13][CH3:14])=[CH:9][CH:8]=2)[OH:21])=[CH:22][CH:23]=1. The yield is 0.930. (3) The product is [C:25](=[O:26])([O:24][N:21]1[C:22](=[O:23])[CH2:17][CH2:18][C:19]1=[O:20])[O:9][CH:1]1[CH2:8][CH2:7][CH2:6][CH:5]=[CH:4][CH2:3][CH2:2]1. The catalyst is C(#N)C. The reactants are [CH:1]1([OH:9])[CH2:8][CH2:7][CH2:6][CH:5]=[CH:4][CH2:3][CH2:2]1.C(N(CC)CC)C.[CH2:17]1[C:22](=[O:23])[N:21]([O:24][C:25](ON2C(=O)CCC2=O)=[O:26])[C:19](=[O:20])[CH2:18]1. The yield is 0.750. (4) The reactants are [CH3:1][O:2][C:3]1[CH:10]=[CH:9][C:6]([CH2:7]Cl)=[CH:5][CH:4]=1.[Br:11][C:12]1[CH:13]=[C:14]2[C:18](=[CH:19][CH:20]=1)[NH:17][N:16]=[C:15]2[C:21]1[N:22]=[N:23][N:24]([C:26]2[CH:31]=[CH:30][C:29]([C:32]([N:34]3[CH2:39][CH2:38][O:37][CH2:36][CH2:35]3)=[O:33])=[CH:28][CH:27]=2)[CH:25]=1.[OH-].[K+]. The catalyst is CC(C)=O.CN(C=O)C.Cl. The product is [Br:11][C:12]1[CH:13]=[C:14]2[C:18](=[CH:19][CH:20]=1)[N:17]([CH2:7][C:6]1[CH:9]=[CH:10][C:3]([O:2][CH3:1])=[CH:4][CH:5]=1)[N:16]=[C:15]2[C:21]1[N:22]=[N:23][N:24]([C:26]2[CH:27]=[CH:28][C:29]([C:32]([N:34]3[CH2:35][CH2:36][O:37][CH2:38][CH2:39]3)=[O:33])=[CH:30][CH:31]=2)[CH:25]=1. The yield is 1.00. (5) The reactants are [F:1][C:2]1[CH:22]=[C:21]([S:23]([CH3:26])(=[O:25])=[O:24])[CH:20]=[CH:19][C:3]=1[O:4][C:5]1[C:10]([CH3:11])=[C:9]([O:12][CH:13]2[CH2:18][CH2:17][NH:16][CH2:15][CH2:14]2)[N:8]=[CH:7][N:6]=1.[O:27]1[CH2:31][CH2:30][CH2:29][CH:28]1[C:32](O)=[O:33].CN(C(ON1N=NC2C=CC=NC1=2)=[N+](C)C)C.F[P-](F)(F)(F)(F)F. The catalyst is C1COCC1. The yield is 0.810. The product is [F:1][C:2]1[CH:22]=[C:21]([S:23]([CH3:26])(=[O:24])=[O:25])[CH:20]=[CH:19][C:3]=1[O:4][C:5]1[N:6]=[CH:7][N:8]=[C:9]([O:12][CH:13]2[CH2:18][CH2:17][N:16]([C:32]([CH:28]3[CH2:29][CH2:30][CH2:31][O:27]3)=[O:33])[CH2:15][CH2:14]2)[C:10]=1[CH3:11]. (6) The reactants are C([Sn](CCCC)(CCCC)[CH2:6][O:7][CH2:8][O:9][CH3:10])CCC.[Li]CCCC.[Br:24][C:25]1[CH:30]=[CH:29][C:28]([NH:31][C:32]2[C:33]([CH:43]=[O:44])=[CH:34][C:35]3[N:39]([CH3:40])[CH:38]=[N:37][C:36]=3[C:41]=2[F:42])=[C:27]([Cl:45])[CH:26]=1. The catalyst is C1COCC1. The product is [Br:24][C:25]1[CH:30]=[CH:29][C:28]([NH:31][C:32]2[C:33]([CH:43]([OH:44])[CH2:6][O:7][CH2:8][O:9][CH3:10])=[CH:34][C:35]3[N:39]([CH3:40])[CH:38]=[N:37][C:36]=3[C:41]=2[F:42])=[C:27]([Cl:45])[CH:26]=1. The yield is 0.640. (7) The reactants are FC(F)(F)C(O)=O.[CH:8]1([CH2:11][CH2:12][NH:13][C:14]2[N:22]=[C:21]3[C:17]([N:18]=[C:19]([O:23][CH3:24])[NH:20]3)=[C:16]([NH2:25])[N:15]=2)[CH2:10][CH2:9]1.C(=O)([O-])[O-].[K+].[K+].CS(O[CH2:37][CH:38]1[CH2:43][CH2:42][CH2:41][O:40][CH2:39]1)(=O)=O. The catalyst is CN(C)C=O.C(OCC)(=O)C. The product is [CH:8]1([CH2:11][CH2:12][NH:13][C:14]2[N:22]=[C:21]3[C:17]([N:18]=[C:19]([O:23][CH3:24])[N:20]3[CH2:37][CH:38]3[CH2:43][CH2:42][CH2:41][O:40][CH2:39]3)=[C:16]([NH2:25])[N:15]=2)[CH2:10][CH2:9]1. The yield is 0.880.